This data is from Catalyst prediction with 721,799 reactions and 888 catalyst types from USPTO. The task is: Predict which catalyst facilitates the given reaction. (1) Reactant: [CH2:1]([Si:3]([C:8]#[C:9][C@:10]1([CH2:35][O:36][CH2:37][C:38]2[CH:43]=[CH:42][CH:41]=[CH:40][CH:39]=2)[O:14][C@@H:13]([N:15]2[CH:22]=[CH:21][C:19](=[O:20])[NH:18][C:16]2=[O:17])[C@H:12]([O:23]C(=O)C)[C@@H:11]1[O:27][CH2:28][C:29]1[CH:34]=[CH:33][CH:32]=[CH:31][CH:30]=1)([CH2:6][CH3:7])[CH2:4][CH3:5])[CH3:2].C(N(CC)CC)C. Product: [CH2:1]([Si:3]([C:8]#[C:9][C@:10]1([CH2:35][O:36][CH2:37][C:38]2[CH:39]=[CH:40][CH:41]=[CH:42][CH:43]=2)[O:14][C@@H:13]([N:15]2[CH:22]=[CH:21][C:19](=[O:20])[NH:18][C:16]2=[O:17])[C@H:12]([OH:23])[C@@H:11]1[O:27][CH2:28][C:29]1[CH:34]=[CH:33][CH:32]=[CH:31][CH:30]=1)([CH2:6][CH3:7])[CH2:4][CH3:5])[CH3:2]. The catalyst class is: 5. (2) Reactant: CC(C)(O[C:5](=O)[N:6](C)[O:7][CH2:8][CH:9]([CH3:18])[O:10][C:11](=[O:17])[CH2:12][CH2:13][C:14]([OH:16])=[O:15])C. Product: [CH3:5][NH:6][O:7][CH2:8][CH:9]([O:10][C:11](=[O:17])[CH2:12][CH2:13][C:14]([OH:16])=[O:15])[CH3:18]. The catalyst class is: 67. (3) Reactant: [C:18]1(P([C:14]2[CH:19]=[CH:18][CH:17]=[CH:16]C=2)[C:18]2[CH:19]=[CH:14]C=[CH:16][CH:17]=2)[CH:19]=[CH:14]C=[CH:16][CH:17]=1.N(C(OCC)=O)=NC(OCC)=O.CCC(O)CC.[C:38]([CH2:40][C:41]([O:43][CH2:44][CH3:45])=[O:42])#[N:39]. Product: [C:38]([CH:40]([CH:18]([CH2:17][CH3:16])[CH2:19][CH3:14])[C:41]([O:43][CH2:44][CH3:45])=[O:42])#[N:39]. The catalyst class is: 1.